This data is from Forward reaction prediction with 1.9M reactions from USPTO patents (1976-2016). The task is: Predict the product of the given reaction. (1) Given the reactants [O:1]=[C:2]1[CH:7]2[CH2:8][CH2:9][CH:3]1[CH2:4][CH:5]([N:10]1[CH2:14][CH2:13][C@@H:12]([NH:15][C:16](=[O:22])[O:17][C:18]([CH3:21])([CH3:20])[CH3:19])[CH2:11]1)[CH2:6]2.[C:23]1([Mg]Br)[CH:28]=[CH:27][CH:26]=[CH:25][CH:24]=1, predict the reaction product. The product is: [OH:1][C:2]1([C:23]2[CH:28]=[CH:27][CH:26]=[CH:25][CH:24]=2)[CH:7]2[CH2:8][CH2:9][CH:3]1[CH2:4][CH:5]([N:10]1[CH2:14][CH2:13][C@@H:12]([NH:15][C:16](=[O:22])[O:17][C:18]([CH3:19])([CH3:21])[CH3:20])[CH2:11]1)[CH2:6]2. (2) Given the reactants [C:1]1([N:7]2[C:12](=[O:13])[C:11]3[S:14][CH:15]=[C:16]([C:17]4[CH:22]=[CH:21][CH:20]=[CH:19][CH:18]=4)[C:10]=3[N:9]=[CH:8]2)[CH:6]=[CH:5][CH:4]=[CH:3][CH:2]=1.NC1C(C2C=CC=CC=2)=CSC=1C(OC)=O.C(OCC)(OCC)OCC.[Cl:49]C1C=CC(N)=CC=1, predict the reaction product. The product is: [Cl:49][C:4]1[CH:5]=[CH:6][C:1]([N:7]2[C:12](=[O:13])[C:11]3[S:14][CH:15]=[C:16]([C:17]4[CH:18]=[CH:19][CH:20]=[CH:21][CH:22]=4)[C:10]=3[N:9]=[CH:8]2)=[CH:2][CH:3]=1. (3) Given the reactants [OH:1][C:2]1[CH:7]=[CH:6][C:5]([CH:8]2[CH2:13][CH2:12][C:11](=[O:14])[CH2:10][CH2:9]2)=[CH:4][CH:3]=1.[C:15](=O)([O-])[O-].[Cs+].[Cs+].CI, predict the reaction product. The product is: [CH3:15][O:1][C:2]1[CH:3]=[CH:4][C:5]([CH:8]2[CH2:9][CH2:10][C:11](=[O:14])[CH2:12][CH2:13]2)=[CH:6][CH:7]=1. (4) The product is: [CH3:14][C:4]1[C:3](=[C:15]([NH:24][NH:23][C:21](=[O:22])[C:20]2[CH:25]=[CH:26][C:27]([OH:29])=[CH:28][C:19]=2[OH:18])[CH3:16])[C:2](=[O:1])[N:6]([C:7]2[CH:12]=[CH:11][C:10]([I:13])=[CH:9][CH:8]=2)[N:5]=1. Given the reactants [OH:1][C:2]1[N:6]([C:7]2[CH:12]=[CH:11][C:10]([I:13])=[CH:9][CH:8]=2)[N:5]=[C:4]([CH3:14])[C:3]=1[C:15](=O)[CH3:16].[OH:18][C:19]1[CH:28]=[C:27]([OH:29])[CH:26]=[CH:25][C:20]=1[C:21]([NH:23][NH2:24])=[O:22], predict the reaction product. (5) The product is: [F:7][C:2]([P:8]([C:12]([F:17])([F:18])[C:13]([F:16])([F:15])[F:14])(=[O:9])[O-:11])([F:1])[C:3]([F:6])([F:5])[F:4].[CH2:19]([N+:23]1([CH3:2])[CH2:27][CH2:26][CH2:25][CH2:24]1)[CH2:20][CH2:21][CH3:22]. Given the reactants [F:1][C:2]([P:8]([C:12]([F:18])([F:17])[C:13]([F:16])([F:15])[F:14])(=[O:11])[O:9]C)([F:7])[C:3]([F:6])([F:5])[F:4].[CH2:19]([N:23]1[CH2:27][CH2:26][CH2:25][CH2:24]1)[CH2:20][CH2:21][CH3:22], predict the reaction product. (6) Given the reactants Br[CH2:2][CH2:3][CH3:4].[CH3:5][O:6][C:7]1[CH:12]=[CH:11][C:10]([S:13]([NH:16][C:17]2[CH:22]=[CH:21][C:20]([O:23][CH3:24])=[CH:19][CH:18]=2)(=[O:15])=[O:14])=[CH:9][CH:8]=1, predict the reaction product. The product is: [CH3:5][O:6][C:7]1[CH:8]=[CH:9][C:10]([S:13]([N:16]([C:17]2[CH:22]=[CH:21][C:20]([O:23][CH3:24])=[CH:19][CH:18]=2)[CH2:2][CH2:3][CH3:4])(=[O:15])=[O:14])=[CH:11][CH:12]=1. (7) Given the reactants [Br:1][C:2]1[C:7]([O:8][CH3:9])=[CH:6][C:5]([C:10]2[O:11][CH:12]=[CH:13][CH:14]=2)=[CH:4][C:3]=1[O:15][CH3:16].CON(C)[C:20](=[O:36])[CH:21]([O:34][CH3:35])[C:22]1[CH:27]=[CH:26][C:25]([C:28]2[N:29]=[C:30]([CH3:33])[S:31][CH:32]=2)=[CH:24][CH:23]=1, predict the reaction product. The product is: [Br:1][C:2]1[C:7]([O:8][CH3:9])=[CH:6][C:5]([C:10]2[O:11][C:12]([C:20](=[O:36])[CH:21]([O:34][CH3:35])[C:22]3[CH:23]=[CH:24][C:25]([C:28]4[N:29]=[C:30]([CH3:33])[S:31][CH:32]=4)=[CH:26][CH:27]=3)=[CH:13][CH:14]=2)=[CH:4][C:3]=1[O:15][CH3:16]. (8) Given the reactants Cl.Br[C:3]1[CH:23]=[CH:22][C:6]([CH2:7][CH:8]2[C:17]3[C:12](=[CH:13][C:14]([O:20][CH3:21])=[C:15]([O:18][CH3:19])[CH:16]=3)[CH2:11][CH2:10][NH:9]2)=[CH:5][CH:4]=1.[OH-].[Na+].[CH3:26][C:27]1[CH:32]=[CH:31][C:30](B(O)O)=[CH:29][CH:28]=1.C1C=CC(P(C2C=CC=CC=2)C2C=CC=CC=2)=CC=1.C([O-])([O-])=O.[Na+].[Na+].O.O.[C:63]([OH:68])(=[O:67])[C:64]([OH:66])=[O:65], predict the reaction product. The product is: [C:63]([OH:68])(=[O:67])[C:64]([OH:66])=[O:65].[CH3:21][O:20][C:14]1[CH:13]=[C:12]2[C:17](=[CH:16][C:15]=1[O:18][CH3:19])[CH:8]([CH2:7][C:6]1[CH:22]=[CH:23][C:3]([C:30]3[CH:31]=[CH:32][C:27]([CH3:26])=[CH:28][CH:29]=3)=[CH:4][CH:5]=1)[NH:9][CH2:10][CH2:11]2.